From a dataset of HIV replication inhibition screening data with 41,000+ compounds from the AIDS Antiviral Screen. Binary Classification. Given a drug SMILES string, predict its activity (active/inactive) in a high-throughput screening assay against a specified biological target. (1) The compound is CSc1ccc(C=Cc2ccnc3ccccc23)cc1. The result is 0 (inactive). (2) The molecule is O=C1CCCCCN1c1ccccn1. The result is 0 (inactive). (3) The molecule is CN(C)Cc1cc(C(=O)C=Cc2ccc(Br)cc2)cc(CN(C)C)c1O.Cl. The result is 0 (inactive). (4) The drug is Cc1cn(C2CC(O)C(COC(=O)NCCC(F)(F)C(F)(F)C(F)(F)C(F)(F)F)O2)c(=O)[nH]c1=O. The result is 0 (inactive). (5) The molecule is C1CSCCCSCCCSCCCSCCCSCCCSCCCSCCCSC1. The result is 0 (inactive). (6) The molecule is CC(=O)Nn1c(=S)[nH]c2ccccc21. The result is 0 (inactive).